This data is from Catalyst prediction with 721,799 reactions and 888 catalyst types from USPTO. The task is: Predict which catalyst facilitates the given reaction. (1) Reactant: [NH:1]1[C:5]([NH2:6])=[CH:4][CH:3]=[N:2]1.O.[N+:8]([CH:11]([CH:14]=O)[CH:12]=O)([O-:10])=[O:9].[Na].O. Product: [N+:8]([C:11]1[CH:12]=[C:4]2[CH:3]=[N:2][NH:1][C:5]2=[N:6][CH:14]=1)([O-:10])=[O:9]. The catalyst class is: 15. (2) Reactant: [Cl:1][C:2]1[N:7]=[C:6](Cl)[C:5]([C:9]([O:11][CH2:12][CH3:13])=[O:10])=[CH:4][N:3]=1.Cl.[F:15][C:16]1[CH:17]=[CH:18][C:19]([C@@H:22]([NH2:24])[CH3:23])=[N:20][CH:21]=1.C(N(C(C)C)CC)(C)C.O. Product: [Cl:1][C:2]1[N:7]=[C:6]([NH:24][C@H:22]([C:19]2[CH:18]=[CH:17][C:16]([F:15])=[CH:21][N:20]=2)[CH3:23])[C:5]([C:9]([O:11][CH2:12][CH3:13])=[O:10])=[CH:4][N:3]=1. The catalyst class is: 10. (3) Reactant: [BH4-].[Na+].[F:3][C:4]1[CH:9]=[CH:8][C:7]([C:10]2[O:14][C:13]([CH:15]=[O:16])=[N:12][CH:11]=2)=[CH:6][CH:5]=1.O. Product: [F:3][C:4]1[CH:5]=[CH:6][C:7]([C:10]2[O:14][C:13]([CH2:15][OH:16])=[N:12][CH:11]=2)=[CH:8][CH:9]=1. The catalyst class is: 5. (4) Reactant: [NH2:1][C:2](=[S:12])[CH2:3][NH:4]C(=O)OC(C)(C)C.[Cl:13][C:14]1[CH:23]=[CH:22][C:17]([C:18](=O)[CH2:19]Br)=[CH:16][CH:15]=1. Product: [ClH:13].[Cl:13][C:14]1[CH:23]=[CH:22][C:17]([C:18]2[N:1]=[C:2]([CH2:3][NH2:4])[S:12][CH:19]=2)=[CH:16][CH:15]=1. The catalyst class is: 8. (5) Reactant: [C:1]([O:4][CH:5]1[O:27][C@@H:26]([CH2:28][O:29][C:30](=[O:37])[C:31]2[CH:36]=[CH:35][CH:34]=[CH:33][CH:32]=2)[C@H:16]([O:17][C:18](=[O:25])[C:19]2[CH:24]=[CH:23][CH:22]=[CH:21][CH:20]=2)[C@@H:6]1[O:7][C:8](=[O:15])[C:9]1[CH:14]=[CH:13][CH:12]=[CH:11][CH:10]=1)(=[O:3])[CH3:2]. Product: [C:1]([O:4][C@H:5]1[O:27][C@@H:26]([CH2:28][O:29][C:30](=[O:37])[C:31]2[CH:32]=[CH:33][CH:34]=[CH:35][CH:36]=2)[C@H:16]([O:17][C:18](=[O:25])[C:19]2[CH:24]=[CH:23][CH:22]=[CH:21][CH:20]=2)[C@@H:6]1[O:7][C:8](=[O:15])[C:9]1[CH:14]=[CH:13][CH:12]=[CH:11][CH:10]=1)(=[O:3])[CH3:2].[OH:4][CH:5]1[O:27][C@@H:26]([CH2:28][OH:29])[C@H:16]([OH:17])[C@@H:6]1[OH:7]. The catalyst class is: 32. (6) Reactant: [OH-].[Na+].[Br:3][C:4]1[CH:9]=[C:8]([Cl:10])[CH:7]=[CH:6][C:5]=1[SH:11].Cl[CH2:13][C:14](=[O:16])[CH3:15]. Product: [Br:3][C:4]1[CH:9]=[C:8]([Cl:10])[CH:7]=[CH:6][C:5]=1[S:11][CH2:13][C:14](=[O:16])[CH3:15]. The catalyst class is: 6.